This data is from Catalyst prediction with 721,799 reactions and 888 catalyst types from USPTO. The task is: Predict which catalyst facilitates the given reaction. (1) Reactant: [Br:1][C:2]1[CH:3]=[C:4]([C@@:11]2([CH3:18])[NH:16][C:15](=S)[CH2:14][O:13][CH2:12]2)[CH:5]=[C:6]([N+]([O-])=O)[CH:7]=1.C([O:23]O)(C)(C)C.[OH-:25].[NH3:26].[O-]S([O-])(=S)=O.[Na+].[Na+].[NH3:34]. Product: [Br:1][C:2]1[CH:3]=[C:4]([C@:11]2([CH3:18])[CH2:12][O:13][CH2:14][C:15]([NH2:16])=[N:34]2)[C:5]([N+:26]([O-:23])=[O:25])=[CH:6][CH:7]=1. The catalyst class is: 5. (2) The catalyst class is: 4. Product: [C:15]([O:14][C:12](=[O:13])[NH:4][C:3]1[CH:5]=[C:6]([F:9])[CH:7]=[CH:8][C:2]=1[Br:1])([CH3:18])([CH3:17])[CH3:16]. Reactant: [Br:1][C:2]1[CH:8]=[CH:7][C:6]([F:9])=[CH:5][C:3]=1[NH2:4].[H-].[Na+].[C:12](O[C:12]([O:14][C:15]([CH3:18])([CH3:17])[CH3:16])=[O:13])([O:14][C:15]([CH3:18])([CH3:17])[CH3:16])=[O:13]. (3) Reactant: [C:1]1([CH2:7][O:8][C:9]2[CH:17]=[CH:16][CH:15]=[C:14]3[C:10]=2[CH:11]=[N:12][NH:13]3)[CH:6]=[CH:5][CH:4]=[CH:3][CH:2]=1.[F:18][C:19]1[CH:20]=[C:21](B(O)O)[CH:22]=[CH:23][C:24]=1[O:25][CH2:26][C:27]1[CH:32]=[CH:31][CH:30]=[CH:29][CH:28]=1.C(N(CC)CC)C.B(O)O. Product: [F:18][C:19]1[CH:20]=[C:21]([N:13]2[C:14]3[C:10](=[C:9]([O:8][CH2:7][C:1]4[CH:2]=[CH:3][CH:4]=[CH:5][CH:6]=4)[CH:17]=[CH:16][CH:15]=3)[CH:11]=[N:12]2)[CH:22]=[CH:23][C:24]=1[O:25][CH2:26][C:27]1[CH:32]=[CH:31][CH:30]=[CH:29][CH:28]=1. The catalyst class is: 221. (4) Reactant: [O:1]1[C:6]2[CH:7]=[CH:8][CH:9]=[CH:10][C:5]=2[O:4][CH2:3][C@@H:2]1[C:11]1[CH:31]=[CH:30][C:14]([CH2:15][N:16]2[CH2:21][CH2:20][CH:19]([NH:22][S:23]([CH2:26][CH2:27][CH2:28]Cl)(=[O:25])=[O:24])[CH2:18][CH2:17]2)=[CH:13][CH:12]=1.[H-].[Na+]. Product: [O:1]1[C:6]2[CH:7]=[CH:8][CH:9]=[CH:10][C:5]=2[O:4][CH2:3][C@@H:2]1[C:11]1[CH:31]=[CH:30][C:14]([CH2:15][N:16]2[CH2:21][CH2:20][CH:19]([N:22]3[CH2:28][CH2:27][CH2:26][S:23]3(=[O:25])=[O:24])[CH2:18][CH2:17]2)=[CH:13][CH:12]=1. The catalyst class is: 31. (5) Product: [NH2:21][C:19]1[S:20][C:5]2[C:6](=[O:8])[CH2:7][C:2]([CH3:10])([CH3:1])[CH2:3][C:4]=2[N:18]=1. Reactant: [CH3:1][C:2]1([CH3:10])[CH2:7][C:6](=[O:8])[CH2:5][C:4](=O)[CH2:3]1.CC([O-])=O.[Na+].BrBr.[NH2:18][C:19]([NH2:21])=[S:20]. The catalyst class is: 52. (6) Reactant: Br[C:2]1[CH:7]=[CH:6][C:5]([CH:8]2[O:12][CH2:11][CH2:10][O:9]2)=[CH:4][CH:3]=1.[Mg].II.[C:16]1(=[O:21])[CH2:20][CH2:19][CH2:18][CH2:17]1.Cl. The catalyst class is: 1. Product: [O:9]1[CH2:10][CH2:11][O:12][CH:8]1[C:5]1[CH:6]=[CH:7][C:2]([C:16]2([OH:21])[CH2:20][CH2:19][CH2:18][CH2:17]2)=[CH:3][CH:4]=1. (7) Reactant: [F:1][C:2]1[CH:3]=[N:4][CH:5]=[C:6]([CH:9]=1)[CH:7]=O.[CH3:10][O:11][C:12]1[CH:13]=[C:14]([NH2:18])[CH:15]=[N:16][CH:17]=1. Product: [F:1][C:2]1[CH:9]=[C:6]([CH:7]=[N:18][C:14]2[CH:15]=[N:16][CH:17]=[C:12]([O:11][CH3:10])[CH:13]=2)[CH:5]=[N:4][CH:3]=1. The catalyst class is: 8.